Dataset: Reaction yield outcomes from USPTO patents with 853,638 reactions. Task: Predict the reaction yield, written as a fraction of the theoretical maximum amount of product (1.0 means a 100% yield; for example, 0.34 means a 34% yield). (1) The reactants are C([O-])([O-])=O.[Cs+].[Cs+].[CH:7]1([C:10]#[CH:11])[CH2:9][CH2:8]1.[N+:12]([CH2:14][C:15]([O:17][CH2:18][CH3:19])=[O:16])#[C-:13]. The catalyst is CN(C=O)C. The product is [CH:7]1([C:10]2[CH:11]=[CH:13][NH:12][C:14]=2[C:15]([O:17][CH2:18][CH3:19])=[O:16])[CH2:9][CH2:8]1. The yield is 0.499. (2) The yield is 0.972. The product is [F:1][C:2]1[CH:3]=[C:4]([C:10]2[C:15]([C:16]3[CH:21]=[CH:20][C:19]([O:22][CH3:23])=[C:18]([F:24])[CH:17]=3)=[N:14][N:13]([CH2:26][CH3:27])[C:12](=[O:25])[CH:11]=2)[CH:5]=[CH:6][C:7]=1[O:8][CH3:9]. No catalyst specified. The reactants are [F:1][C:2]1[CH:3]=[C:4]([C:10]2[C:15]([C:16]3[CH:21]=[CH:20][C:19]([O:22][CH3:23])=[C:18]([F:24])[CH:17]=3)=[N:14][NH:13][C:12](=[O:25])[CH:11]=2)[CH:5]=[CH:6][C:7]=1[O:8][CH3:9].[CH2:26](I)[CH3:27].